Dataset: Full USPTO retrosynthesis dataset with 1.9M reactions from patents (1976-2016). Task: Predict the reactants needed to synthesize the given product. (1) Given the product [F:1][C:2]1[CH:7]=[CH:6][C:5]([N:8]2[CH2:9][CH2:10][N:11]([S:28]([C:19]3[CH:20]=[CH:21][C:22]4[C:27](=[CH:26][CH:25]=[CH:24][CH:23]=4)[CH:18]=3)(=[O:30])=[O:29])[CH2:12][CH2:13]2)=[C:4]([S:14]([CH3:17])(=[O:16])=[O:15])[CH:3]=1, predict the reactants needed to synthesize it. The reactants are: [F:1][C:2]1[CH:7]=[CH:6][C:5]([N:8]2[CH2:13][CH2:12][NH:11][CH2:10][CH2:9]2)=[C:4]([S:14]([CH3:17])(=[O:16])=[O:15])[CH:3]=1.[CH:18]1[C:27]2[C:22](=[CH:23][CH:24]=[CH:25][CH:26]=2)[CH:21]=[CH:20][C:19]=1[S:28](Cl)(=[O:30])=[O:29].C(N(C(C)C)CC)(C)C. (2) Given the product [CH:11]1([NH:10][CH2:9][C:6]2[CH:5]=[CH:4][N:3]=[C:2]([O:15][CH3:14])[C:7]=2[CH3:8])[CH2:13][CH2:12]1, predict the reactants needed to synthesize it. The reactants are: Cl[C:2]1[C:7]([CH3:8])=[C:6]([CH2:9][NH:10][CH:11]2[CH2:13][CH2:12]2)[CH:5]=[CH:4][N:3]=1.[CH3:14][O-:15].[Na+]. (3) Given the product [C:31]([CH:35]1[CH2:40][CH2:39][C:38]([C:2]2[C:10]3[N:9]=[C:8]([N:11]4[CH2:12][CH2:13][N:14]([C:17]5[C:22]([C:23]([F:26])([F:25])[F:24])=[CH:21][CH:20]=[CH:19][N:18]=5)[CH2:15][CH2:16]4)[NH:7][C:6]=3[CH:5]=[C:4]([C:27]([F:29])([F:30])[F:28])[CH:3]=2)=[CH:37][CH2:36]1)([CH3:32])([CH3:33])[CH3:34], predict the reactants needed to synthesize it. The reactants are: Br[C:2]1[C:10]2[N:9]=[C:8]([N:11]3[CH2:16][CH2:15][N:14]([C:17]4[C:22]([C:23]([F:26])([F:25])[F:24])=[CH:21][CH:20]=[CH:19][N:18]=4)[CH2:13][CH2:12]3)[NH:7][C:6]=2[CH:5]=[C:4]([C:27]([F:30])([F:29])[F:28])[CH:3]=1.[C:31]([CH:35]1[CH2:40][CH2:39][C:38](B2OC(C)(C)C(C)(C)O2)=[CH:37][CH2:36]1)([CH3:34])([CH3:33])[CH3:32]. (4) Given the product [CH:42]1([C:40]([NH:39][C:37]2[N:38]=[C:33]3[CH:32]=[CH:31][C:30]([O:29][C:28]4[CH:27]=[C:26]([NH:25][C:7]([C:5]5[C:4]([C:10]([F:13])([F:12])[F:11])=[N:3][N:2]([CH3:1])[CH:6]=5)=[O:8])[CH:47]=[CH:46][CH:45]=4)=[CH:35][N:34]3[N:36]=2)=[O:41])[CH2:43][CH2:44]1, predict the reactants needed to synthesize it. The reactants are: [CH3:1][N:2]1[CH:6]=[C:5]([C:7](O)=[O:8])[C:4]([C:10]([F:13])([F:12])[F:11])=[N:3]1.O1CCCC1.C(Cl)(=O)C(Cl)=O.[NH2:25][C:26]1[CH:27]=[C:28]([CH:45]=[CH:46][CH:47]=1)[O:29][C:30]1[CH:31]=[CH:32][C:33]2[N:34]([N:36]=[C:37]([NH:39][C:40]([CH:42]3[CH2:44][CH2:43]3)=[O:41])[N:38]=2)[CH:35]=1. (5) Given the product [CH3:40][CH:2]([CH3:1])[CH:3]([C:20]1[CH:25]=[CH:24][C:23]([CH2:26][N:27]2[C:32](=[O:33])[CH2:31][O:30][C:29]([C:34]3[CH:35]=[CH:36][CH:37]=[CH:38][CH:39]=3)=[N:28]2)=[CH:22][CH:21]=1)[C:4]([NH:6][C:7]1[CH:8]=[C:9]([CH2:13][CH2:14][C:15]([O:17][CH2:18][CH3:19])=[O:16])[CH:10]=[CH:11][CH:12]=1)=[O:5], predict the reactants needed to synthesize it. The reactants are: [CH3:1][CH:2]([CH3:40])[CH:3]([C:20]1[CH:25]=[CH:24][C:23]([CH2:26][N:27]2[C:32](=[O:33])[CH2:31][O:30][C:29]([C:34]3[CH:39]=[CH:38][CH:37]=[CH:36][CH:35]=3)=[N:28]2)=[CH:22][CH:21]=1)[C:4]([NH:6][C:7]1[CH:8]=[C:9](/[CH:13]=[CH:14]/[C:15]([O:17][CH2:18][CH3:19])=[O:16])[CH:10]=[CH:11][CH:12]=1)=[O:5]. (6) Given the product [CH3:2][C:3]1[C:11]2[C:6](=[CH:7][CH:8]=[CH:9][CH:10]=2)[N:5]([CH2:19][C:20]2[CH:21]=[C:22]([CH:25]=[CH:26][CH:27]=2)[C:23]#[N:24])[C:4]=1[C:12]1[CH:13]=[N:14][CH:15]=[CH:16][CH:17]=1, predict the reactants needed to synthesize it. The reactants are: Cl.[CH3:2][C:3]1[C:11]2[C:6](=[CH:7][CH:8]=[CH:9][CH:10]=2)[NH:5][C:4]=1[C:12]1[CH:13]=[N:14][CH:15]=[CH:16][CH:17]=1.Br[CH2:19][C:20]1[CH:21]=[C:22]([CH:25]=[CH:26][CH:27]=1)[C:23]#[N:24].